Dataset: Forward reaction prediction with 1.9M reactions from USPTO patents (1976-2016). Task: Predict the product of the given reaction. Given the reactants [Br:1][C:2]1[CH:7]=[CH:6][C:5]([CH2:8]Br)=[C:4]([Cl:10])[CH:3]=1.[C-:11]#[N:12].[K+].C([O-])(O)=O.[Na+], predict the reaction product. The product is: [Br:1][C:2]1[CH:7]=[CH:6][C:5]([CH2:8][C:11]#[N:12])=[C:4]([Cl:10])[CH:3]=1.